Predict the reactants needed to synthesize the given product. From a dataset of Full USPTO retrosynthesis dataset with 1.9M reactions from patents (1976-2016). Given the product [Cl:19][C:18]1[C:4]2[N:3]=[C:2]([NH:31][C:30]3[C:26]([CH3:25])=[N:27][O:28][C:29]=3[CH3:32])[N:6]([CH2:7][CH2:8][CH2:9][C:10]([O:12][CH2:13][CH3:14])=[O:11])[C:5]=2[C:15]([CH:20]([CH2:23][CH3:24])[CH2:21][CH3:22])=[CH:16][CH:17]=1, predict the reactants needed to synthesize it. The reactants are: Cl[C:2]1[N:6]([CH2:7][CH2:8][CH2:9][C:10]([O:12][CH2:13][CH3:14])=[O:11])[C:5]2[C:15]([CH:20]([CH2:23][CH3:24])[CH2:21][CH3:22])=[CH:16][CH:17]=[C:18]([Cl:19])[C:4]=2[N:3]=1.[CH3:25][C:26]1[C:30]([NH2:31])=[C:29]([CH3:32])[O:28][N:27]=1.O.C1(C)C=CC(S(O)(=O)=O)=CC=1.